From a dataset of Forward reaction prediction with 1.9M reactions from USPTO patents (1976-2016). Predict the product of the given reaction. (1) Given the reactants Br.[NH2:2][C:3]1[C:4]([OH:17])=[C:5]([C:9]2[O:13][C:12]([C:14]([OH:16])=[O:15])=[CH:11][CH:10]=2)[CH:6]=[CH:7][CH:8]=1.[N:18]([O-])=O.[Na+].[CH3:22][C:23]1[CH2:24][C:25](=[O:38])[N:26]([C:28]2[CH:37]=[CH:36][C:35]3[CH2:34][CH2:33][CH2:32][CH2:31][C:30]=3[CH:29]=2)[N:27]=1.C(=O)(O)[O-].[Na+], predict the reaction product. The product is: [OH:17][C:4]1[C:3]([NH:2][N:18]=[C:24]2[C:25](=[O:38])[N:26]([C:28]3[CH:37]=[CH:36][C:35]4[CH2:34][CH2:33][CH2:32][CH2:31][C:30]=4[CH:29]=3)[N:27]=[C:23]2[CH3:22])=[CH:8][CH:7]=[CH:6][C:5]=1[C:9]1[O:13][C:12]([C:14]([OH:16])=[O:15])=[CH:11][CH:10]=1. (2) Given the reactants C1C2C(COC(=O)[NH:17][C@H:18]([C:24]([NH:26][CH2:27][C@@H:28]([NH:40][C:41]([O:43][C:44]([CH3:47])([CH3:46])[CH3:45])=[O:42])[CH2:29][CH2:30][CH2:31][NH:32][C:33]([O:35][C:36]([CH3:39])([CH3:38])[CH3:37])=[O:34])=[O:25])[CH2:19][CH2:20][C:21]([NH2:23])=[O:22])C3C(=CC=CC=3)C=2C=CC=1.N1CCCCC1, predict the reaction product. The product is: [C:44]([O:43][C:41](=[O:42])[NH:40][C@H:28]([CH2:27][NH:26][C:24](=[O:25])[C@@H:18]([NH2:17])[CH2:19][CH2:20][C:21]([NH2:23])=[O:22])[CH2:29][CH2:30][CH2:31][NH:32][C:33]([O:35][C:36]([CH3:37])([CH3:38])[CH3:39])=[O:34])([CH3:45])([CH3:46])[CH3:47]. (3) Given the reactants [F:1][C:2]1[CH:17]=[C:16]([C:18]2[C:19]3[C:20]4[CH:33]=[CH:32][S:31][C:21]=4[C:22](=[O:30])[NH:23][C:24]=3[CH:25]=[CH:26][C:27]=2[O:28][CH3:29])[CH:15]=[CH:14][C:3]=1[CH2:4][CH2:5][NH:6][C:7](=[O:13])[O:8][C:9]([CH3:12])([CH3:11])[CH3:10].C1C(=O)N([Br:41])C(=O)C1, predict the reaction product. The product is: [Br:41][C:25]1[C:24]2[NH:23][C:22](=[O:30])[C:21]3[S:31][CH:32]=[CH:33][C:20]=3[C:19]=2[C:18]([C:16]2[CH:15]=[CH:14][C:3]([CH2:4][CH2:5][NH:6][C:7](=[O:13])[O:8][C:9]([CH3:12])([CH3:11])[CH3:10])=[C:2]([F:1])[CH:17]=2)=[C:27]([O:28][CH3:29])[CH:26]=1. (4) Given the reactants [CH:1](=[O:9])[C:2]1[C:3](=[CH:5][CH:6]=[CH:7][CH:8]=1)[OH:4].P(=O)(O)(O)O.OC[C:17]1[CH:22]=[C:21]([CH3:23])[CH:20]=[C:19]([CH2:24][OH:25])[C:18]=1[OH:26], predict the reaction product. The product is: [CH:1]([C:2]1[CH:8]=[C:7]([CH2:24][C:19]2[C:18]([OH:26])=[C:17]([CH2:23][C:21]3[CH:22]=[CH:17][C:18]([OH:26])=[C:19]([CH:20]=3)[CH:24]=[O:25])[CH:22]=[C:21]([CH3:23])[CH:20]=2)[CH:6]=[CH:5][C:3]=1[OH:4])=[O:9]. (5) Given the reactants Cl[C:2]1[N:7]=[C:6]2[CH2:8][O:9][C:10]3[CH:20]=[CH:19][CH:18]=[CH:17][C:11]=3/[C:12](=[C:13](\[CH3:16])/[C:14]#[N:15])/[C:5]2=[CH:4][CH:3]=1.Cl[C:22]1[N:27]=[C:26]2[CH2:28][O:29][C:30]3[CH:40]=[CH:39][CH:38]=[CH:37][C:31]=3/[C:32](=[C:33](/[CH3:36])\[C:34]#[N:35])/[C:25]2=[CH:24][CH:23]=1.Br[C:42]1C=CC2=[C:46]([CH:62]=1)[O:47][CH2:48]C1C=CC=CC=1/C/2=C1\C(CC#N)C\1.BrC1C=CC2=C(C=1)[O:69]CC1C=CC=CC=1/C/2=C1/C(CC#N)C/1, predict the reaction product. The product is: [C:14](/[C:13](=[C:12]1/[C:11]2[CH:17]=[CH:18][CH:19]=[CH:20][C:10]=2[O:9][CH2:8][C:6]2[C:5]/1=[CH:4][CH:3]=[C:2]([C:30]([O:29][CH2:28][CH2:26][CH3:25])=[O:47])[N:7]=2)/[CH3:16])#[N:15].[C:34](/[C:33](=[C:32]1\[C:31]2[CH:37]=[CH:38][CH:39]=[CH:40][C:30]=2[O:29][CH2:28][C:26]2[C:25]\1=[CH:24][CH:23]=[C:22]([C:48]([O:47][CH2:46][CH2:62][CH3:42])=[O:69])[N:27]=2)/[CH3:36])#[N:35]. (6) Given the reactants [F:1][C:2]1[CH:7]=[CH:6][C:5]([O:8][CH3:9])=[CH:4][C:3]=1[C:10]1[C:11]([C:20]([O:22][CH3:23])=[O:21])=[CH:12][C:13]([C:16]([O:18]C)=[O:17])=[CH:14][CH:15]=1.C1COCC1.CO.[OH-].[K+], predict the reaction product. The product is: [F:1][C:2]1[CH:7]=[CH:6][C:5]([O:8][CH3:9])=[CH:4][C:3]=1[C:10]1[CH:15]=[CH:14][C:13]([C:16]([OH:18])=[O:17])=[CH:12][C:11]=1[C:20]([O:22][CH3:23])=[O:21]. (7) Given the reactants [F:1][C:2]1[CH:7]=[CH:6][CH:5]=[CH:4][C:3]=1[C:8]1[N:16]=[C:11]2[CH:12]=[N:13][NH:14][CH:15]=[C:10]2[N:9]=1.Cl[CH2:18][C:19]1[O:23][N:22]=[C:21]([C:24]2[CH:29]=[CH:28][C:27]([C:30]([F:33])([F:32])[F:31])=[CH:26][C:25]=2[F:34])[CH:20]=1, predict the reaction product. The product is: [F:1][C:2]1[CH:7]=[CH:6][CH:5]=[CH:4][C:3]=1[C:8]1[N:16]=[C:11]2[CH:12]=[N:13][N:14]([CH2:18][C:19]3[O:23][N:22]=[C:21]([C:24]4[CH:29]=[CH:28][C:27]([C:30]([F:33])([F:32])[F:31])=[CH:26][C:25]=4[F:34])[CH:20]=3)[CH:15]=[C:10]2[N:9]=1.